This data is from Forward reaction prediction with 1.9M reactions from USPTO patents (1976-2016). The task is: Predict the product of the given reaction. (1) Given the reactants Cl[C:2]([O:4][CH:5]([CH3:7])[CH3:6])=[O:3].[F:8][C:9]1[CH:14]=[CH:13][CH:12]=[CH:11][C:10]=1[S:15][C:16]1[C:24]2[C:19](=[CH:20][CH:21]=[CH:22][CH:23]=2)[N:18]([C:25]2[N:30]=[C:29]([NH2:31])[C:28]([NH2:32])=[C:27]([NH2:33])[N:26]=2)[N:17]=1, predict the reaction product. The product is: [NH2:33][C:27]1[C:28]([NH:32][C:2](=[O:3])[O:4][CH:5]([CH3:7])[CH3:6])=[C:29]([NH2:31])[N:30]=[C:25]([N:18]2[C:19]3[C:24](=[CH:23][CH:22]=[CH:21][CH:20]=3)[C:16]([S:15][C:10]3[CH:11]=[CH:12][CH:13]=[CH:14][C:9]=3[F:8])=[N:17]2)[N:26]=1. (2) Given the reactants [Cl:1][C:2]1[N:12]=[CH:11][C:10]([CH3:13])=[CH:9][C:3]=1[C:4]([O:6][CH2:7][CH3:8])=[O:5].N(C(C)(C)C#N)=NC(C)(C)C#N.[Br:26]N1C(=O)CCC1=O.[Cl-].[Na+], predict the reaction product. The product is: [Br:26][CH2:13][C:10]1[CH:11]=[N:12][C:2]([Cl:1])=[C:3]([CH:9]=1)[C:4]([O:6][CH2:7][CH3:8])=[O:5]. (3) The product is: [CH3:1][C:2]1[N:6]([C:7]2[C:15]3[O:14][CH2:13][C@H:12]([NH:16][C:17]4[CH:30]=[CH:29][C:20]5[C@H:21]([CH2:24][C:25]([OH:27])=[O:26])[CH2:22][O:23][C:19]=5[CH:18]=4)[C:11]=3[CH:10]=[CH:9][CH:8]=2)[C:5]2[CH:37]=[CH:38][CH:39]=[CH:40][C:4]=2[N:3]=1. Given the reactants [CH3:1][C:2]1[N:6]([C:7]2[C:15]3[O:14][CH2:13][C@H:12]([N:16](C(=O)C(F)(F)F)[C:17]4[CH:30]=[CH:29][C:20]5[C@H:21]([CH2:24][C:25]([O:27]C)=[O:26])[CH2:22][O:23][C:19]=5[CH:18]=4)[C:11]=3[CH:10]=[CH:9][CH:8]=2)[C:5]2[CH:37]=[CH:38][CH:39]=[CH:40][C:4]=2[N:3]=1.[OH-].[Na+].Cl, predict the reaction product. (4) Given the reactants [I-].C[N+]1[CH:7]=[CH:6][N:5]([C:8](/[N:10]=[C:11]2\[S:12][C:13]([CH3:26])=[CH:14][N:15]\2[C:16]2[CH:21]=[CH:20][C:19]([C:22]([F:25])([F:24])[F:23])=[CH:18][CH:17]=2)=[O:9])[CH:4]=1.C(N(C(C)C)CC)(C)C.Cl.CNCC, predict the reaction product. The product is: [CH2:6]([N:5]([CH3:4])[C:8](/[N:10]=[C:11]1\[S:12][C:13]([CH3:26])=[CH:14][N:15]\1[C:16]1[CH:21]=[CH:20][C:19]([C:22]([F:24])([F:25])[F:23])=[CH:18][CH:17]=1)=[O:9])[CH3:7]. (5) Given the reactants [Cl:1][C:2]1[CH:3]=[C:4]2[C:9](=[CH:10][C:11]=1[Cl:12])[C:8](=[O:13])[N:7]([C@@H:14]([CH2:18][CH3:19])[C:15]([OH:17])=O)[CH:6]=[CH:5]2.ClC1C(Cl)=CC(C(O)=O)=C(C=O)C=1.C([O:37][C:38](=[O:56])[CH2:39][C@H:40]([NH2:55])[CH:41]([OH:54])[CH2:42][O:43][C:44]1[C:49]([F:50])=[C:48]([F:51])[CH:47]=[C:46]([F:52])[C:45]=1[F:53])(C)(C)C, predict the reaction product. The product is: [Cl:1][C:2]1[CH:3]=[C:4]2[C:9](=[CH:10][C:11]=1[Cl:12])[C:8](=[O:13])[N:7]([C@@H:14]([CH2:18][CH3:19])[C:15]([NH:55][C@H:40]([C:41](=[O:54])[CH2:42][O:43][C:44]1[C:49]([F:50])=[C:48]([F:51])[CH:47]=[C:46]([F:52])[C:45]=1[F:53])[CH2:39][C:38]([OH:56])=[O:37])=[O:17])[CH:6]=[CH:5]2.